Dataset: Full USPTO retrosynthesis dataset with 1.9M reactions from patents (1976-2016). Task: Predict the reactants needed to synthesize the given product. (1) Given the product [C:12]([C:16]1[CH:25]=[CH:24][C:19]([C:20]([NH:22][N:23]=[CH:6][C:5]2[CH:8]=[CH:9][CH:10]=[CH:11][C:4]=2[N+:1]([O-:3])=[O:2])=[O:21])=[CH:18][CH:17]=1)([CH3:15])([CH3:13])[CH3:14], predict the reactants needed to synthesize it. The reactants are: [N+:1]([C:4]1[CH:11]=[CH:10][CH:9]=[CH:8][C:5]=1[CH:6]=O)([O-:3])=[O:2].[C:12]([C:16]1[CH:25]=[CH:24][C:19]([C:20]([NH:22][NH2:23])=[O:21])=[CH:18][CH:17]=1)([CH3:15])([CH3:14])[CH3:13]. (2) Given the product [F:20][C:21]1[CH:28]=[C:27]([I:29])[CH:26]=[C:25]([F:30])[C:22]=1[C@@H:23]1[C:10]2[NH:11][C:12]3[C:17]([C:9]=2[CH2:8][C@@H:7]([CH3:18])[N:6]1[CH2:5][C:2]([F:1])([CH3:19])[CH2:3][OH:4])=[CH:16][CH:15]=[CH:14][CH:13]=3, predict the reactants needed to synthesize it. The reactants are: [F:1][C:2]([CH3:19])([CH2:5][NH:6][C@H:7]([CH3:18])[CH2:8][C:9]1[C:17]2[C:12](=[CH:13][CH:14]=[CH:15][CH:16]=2)[NH:11][CH:10]=1)[CH2:3][OH:4].[F:20][C:21]1[CH:28]=[C:27]([I:29])[CH:26]=[C:25]([F:30])[C:22]=1[CH:23]=O.C1(C)C=CC=CC=1. (3) Given the product [N:1]1[CH:6]=[CH:5][C:4]([CH:7]([C:9]2[N:13]([C:14]([C:21]3[CH:26]=[CH:25][CH:24]=[CH:23][CH:22]=3)([C:15]3[CH:16]=[CH:17][CH:18]=[CH:19][CH:20]=3)[C:27]3[CH:32]=[CH:31][CH:30]=[CH:29][CH:28]=3)[CH:12]=[N:11][CH:10]=2)[OH:8])=[CH:3][CH:2]=1, predict the reactants needed to synthesize it. The reactants are: [N:1]1[CH:6]=[CH:5][C:4]([C:7]([C:9]2[N:13]([C:14]([C:27]3[CH:32]=[CH:31][CH:30]=[CH:29][CH:28]=3)([C:21]3[CH:26]=[CH:25][CH:24]=[CH:23][CH:22]=3)[C:15]3[CH:20]=[CH:19][CH:18]=[CH:17][CH:16]=3)[CH:12]=[N:11][CH:10]=2)=[O:8])=[CH:3][CH:2]=1.C([Mg]Br)C1C=CC=CC=1.